From a dataset of Full USPTO retrosynthesis dataset with 1.9M reactions from patents (1976-2016). Predict the reactants needed to synthesize the given product. Given the product [CH2:1]([O:3][C:4](=[O:29])[C:5]([C:25]([F:27])([F:26])[F:28])([OH:20])[CH2:6][C:7]([C:10]1[CH:15]=[CH:14][C:13]([Cl:16])=[C:12]([F:17])[C:11]=1[O:18][CH3:19])([CH3:9])[CH3:8])[CH3:2], predict the reactants needed to synthesize it. The reactants are: [CH2:1]([O:3][C:4](=[O:29])[C:5]([C:25]([F:28])([F:27])[F:26])([O:20][Si](C)(C)C)[CH2:6][C:7]([C:10]1[CH:15]=[CH:14][C:13]([Cl:16])=[C:12]([F:17])[C:11]=1[O:18][CH3:19])([CH3:9])[CH3:8])[CH3:2].[F-].C([N+](CCCC)(CCCC)CCCC)CCC.O.